This data is from Forward reaction prediction with 1.9M reactions from USPTO patents (1976-2016). The task is: Predict the product of the given reaction. The product is: [C:12]([O:11][C:9]([NH:1][C:2]1[CH:7]=[CH:6][C:5]([Br:8])=[CH:4][N:3]=1)=[O:10])([CH3:15])([CH3:14])[CH3:13]. Given the reactants [NH2:1][C:2]1[CH:7]=[CH:6][C:5]([Br:8])=[CH:4][N:3]=1.[C:9](O[C:9]([O:11][C:12]([CH3:15])([CH3:14])[CH3:13])=[O:10])([O:11][C:12]([CH3:15])([CH3:14])[CH3:13])=[O:10], predict the reaction product.